From a dataset of Catalyst prediction with 721,799 reactions and 888 catalyst types from USPTO. Predict which catalyst facilitates the given reaction. (1) Reactant: Br[CH2:2][C:3]1[CH:12]=[CH:11][CH:10]=[C:9]([N+:13]([O-:15])=[O:14])[C:4]=1[C:5]([O:7]C)=O.[F:16][C:17]([F:27])([F:26])[O:18][C:19]1[CH:20]=[C:21]([NH2:25])[CH:22]=[CH:23][CH:24]=1.CC(O)=O. Product: [N+:13]([C:9]1[CH:10]=[CH:11][CH:12]=[C:3]2[C:4]=1[C:5](=[O:7])[N:25]([C:21]1[CH:22]=[CH:23][CH:24]=[C:19]([O:18][C:17]([F:16])([F:26])[F:27])[CH:20]=1)[CH2:2]2)([O-:15])=[O:14]. The catalyst class is: 12. (2) Reactant: [CH3:1][O:2][C:3](=[O:19])[CH:4]([NH:9][CH2:10][C:11]1[CH:16]=[CH:15][C:14]([F:17])=[C:13]([Cl:18])[CH:12]=1)[C:5]([CH3:8])([CH3:7])[CH3:6].[C:20](OCl)(=[O:27])[CH2:21][C:22]([O:24][CH2:25][CH3:26])=[O:23]. Product: [CH3:1][O:2][C:3](=[O:19])[CH:4]([N:9]([CH2:10][C:11]1[CH:16]=[CH:15][C:14]([F:17])=[C:13]([Cl:18])[CH:12]=1)[C:20](=[O:27])[CH2:21][C:22]([O:24][CH2:25][CH3:26])=[O:23])[C:5]([CH3:8])([CH3:7])[CH3:6]. The catalyst class is: 12.